This data is from Forward reaction prediction with 1.9M reactions from USPTO patents (1976-2016). The task is: Predict the product of the given reaction. (1) Given the reactants [Cl:1][C:2]1[CH:7]=[C:6]([CH2:8]O)[CH:5]=[C:4]([NH:10][CH2:11][C:12]2[CH:17]=[CH:16][C:15]([O:18][CH3:19])=[CH:14][CH:13]=2)[N:3]=1.C(N(CC)CC)C.CS(Cl)(=O)=O.[CH3:32][C:33]1[CH:34]=[C:35]([CH:49]=[C:50]([CH3:52])[CH:51]=1)[C:36]([C:38]1[NH:43][C:42](=[O:44])[NH:41][C:40](=[O:45])[C:39]=1[CH:46]([CH3:48])[CH3:47])=[O:37].C(=O)([O-])[O-].[K+].[K+].[I-].[Li+], predict the reaction product. The product is: [Cl:1][C:2]1[CH:7]=[C:6]([CH2:8][N:43]2[C:38]([C:36](=[O:37])[C:35]3[CH:34]=[C:33]([CH3:32])[CH:51]=[C:50]([CH3:52])[CH:49]=3)=[C:39]([CH:46]([CH3:47])[CH3:48])[C:40](=[O:45])[NH:41][C:42]2=[O:44])[CH:5]=[C:4]([NH:10][CH2:11][C:12]2[CH:17]=[CH:16][C:15]([O:18][CH3:19])=[CH:14][CH:13]=2)[N:3]=1. (2) Given the reactants [CH2:1]([C@@:4]1([CH3:25])[CH2:9][C@H:8]([C:10]2[CH:15]=[CH:14][CH:13]=[C:12]([Cl:16])[CH:11]=2)[C@@H:7]([C:17]2[CH:22]=[CH:21][C:20]([Cl:23])=[CH:19][CH:18]=2)[NH:6][C:5]1=[O:24])[CH:2]=[CH2:3].[H-].[Na+].[Cl:28][C:29]1[N:34]=[C:33](Cl)[CH:32]=[CH:31][N:30]=1, predict the reaction product. The product is: [CH2:1]([C@@:4]1([CH3:25])[CH2:9][C@H:8]([C:10]2[CH:15]=[CH:14][CH:13]=[C:12]([Cl:16])[CH:11]=2)[C@@H:7]([C:17]2[CH:22]=[CH:21][C:20]([Cl:23])=[CH:19][CH:18]=2)[N:6]([C:31]2[CH:32]=[CH:33][N:34]=[C:29]([Cl:28])[N:30]=2)[C:5]1=[O:24])[CH:2]=[CH2:3]. (3) Given the reactants [CH3:1][O:2][C:3](=[O:30])[C:4]1[CH:9]=[CH:8][C:7]([NH:10][CH2:11][C:12]2[N:13]=[C:14]3[C:19](=[N:20][CH:21]=2)[N:18]=[C:17]([NH2:22])[N:16]=[C:15]3[NH2:23])=[CH:6][C:5]=1[O:24][CH2:25][C:26]([O:28][CH3:29])=[O:27].C=O.[C:33]([BH3-])#N.[Na+].Cl, predict the reaction product. The product is: [NH2:22][C:17]1[N:16]=[C:15]([NH2:23])[C:14]2[C:19](=[N:20][CH:21]=[C:12]([CH2:11][N:10]([CH3:33])[C:7]3[CH:8]=[CH:9][C:4]([C:3]([O:2][CH3:1])=[O:30])=[C:5]([O:24][CH2:25][C:26]([O:28][CH3:29])=[O:27])[CH:6]=3)[N:13]=2)[N:18]=1. (4) Given the reactants [N:1]1[CH:6]=[CH:5][CH:4]=[CH:3][C:2]=1[CH2:7][C:8]([OH:10])=O.[C:11]([N:14]1[CH2:19][CH2:18][NH:17][CH:16]([CH2:20][N:21]2[CH2:25][CH2:24][CH2:23][CH2:22]2)[CH2:15]1)(=[O:13])[CH3:12].[ClH:26], predict the reaction product. The product is: [ClH:26].[C:11]([N:14]1[CH2:19][CH2:18][N:17]([C:8](=[O:10])[CH2:7][C:2]2[CH:3]=[CH:4][CH:5]=[CH:6][N:1]=2)[CH:16]([CH2:20][N:21]2[CH2:25][CH2:24][CH2:23][CH2:22]2)[CH2:15]1)(=[O:13])[CH3:12]. (5) The product is: [Cl:39][CH2:2][C:3]1[C:4]([C:16]2[CH:21]=[CH:20][C:19]([O:22][CH2:23][O:24][CH3:25])=[CH:18][C:17]=2[O:26][CH3:27])=[CH:5][CH:6]=[C:7]2[C:12]=1[NH:11][C:10](=[O:13])[C:9]([CH3:15])([CH3:14])[NH:8]2. Given the reactants O[CH2:2][C:3]1[C:4]([C:16]2[CH:21]=[CH:20][C:19]([O:22][CH2:23][O:24][CH3:25])=[CH:18][C:17]=2[O:26][CH3:27])=[CH:5][CH:6]=[C:7]2[C:12]=1[NH:11][C:10](=[O:13])[C:9]([CH3:15])([CH3:14])[NH:8]2.C(N(CC)CC)C.CS([Cl:39])(=O)=O, predict the reaction product. (6) Given the reactants [NH2:1][C:2]1[CH:7]=[CH:6][C:5]([SH:8])=[CH:4][CH:3]=1.Cl[C:10]1[CH:15]=[CH:14][N:13]=[C:12]([C:16]([NH:18][CH3:19])=[O:17])[CH:11]=1, predict the reaction product. The product is: [NH2:1][C:2]1[CH:7]=[CH:6][C:5]([S:8][C:10]2[CH:15]=[CH:14][N:13]=[C:12]([C:16]([NH:18][CH3:19])=[O:17])[CH:11]=2)=[CH:4][CH:3]=1. (7) Given the reactants [F:1][C:2]1[CH:7]=[CH:6][C:5]([CH:8]([CH3:13])[C:9]([O:11][CH3:12])=[O:10])=[C:4]([O:14][CH2:15][C@:16]2([CH3:23])[CH2:20][O:19]C(C)(C)O2)[CH:3]=1.Br.C[O-].[Na+].CO, predict the reaction product. The product is: [F:1][C:2]1[CH:7]=[CH:6][C:5]([CH:8]([CH3:13])[C:9]([O:11][CH3:12])=[O:10])=[C:4]([O:14][CH2:15][C@:16]2([CH3:23])[CH2:20][O:19]2)[CH:3]=1.